Dataset: Full USPTO retrosynthesis dataset with 1.9M reactions from patents (1976-2016). Task: Predict the reactants needed to synthesize the given product. The reactants are: [CH3:1][O:2][C:3]1[CH:4]=[C:5]2[C:10](=[CH:11][C:12]=1[O:13][CH3:14])[CH:9]([CH2:15][C:16]1[C:25]3[C:20](=CC=CC=3)[CH:19]=[CH:18][CH:17]=1)[NH:8][CH2:7][CH2:6]2.[C:26](N[C@H](C1C=CC=CC=1)C(O)=O)(=[O:28])C.CC(C)=O. Given the product [CH3:1][O:2][C:3]1[CH:4]=[C:5]2[C:10](=[CH:11][C:12]=1[O:13][CH3:14])[C@H:9]([CH2:15][C:16]1[CH:25]=[CH:20][C:19]([O:28][CH3:26])=[CH:18][CH:17]=1)[NH:8][CH2:7][CH2:6]2, predict the reactants needed to synthesize it.